This data is from Reaction yield outcomes from USPTO patents with 853,638 reactions. The task is: Predict the reaction yield, written as a fraction of the theoretical maximum amount of product (1.0 means a 100% yield; for example, 0.34 means a 34% yield). (1) The reactants are [Si:1]([O:8][CH2:9][CH:10]=O)([C:4]([CH3:7])([CH3:6])[CH3:5])([CH3:3])[CH3:2].[CH3:12][C:13]([S@@:16]([NH2:18])=[O:17])([CH3:15])[CH3:14]. The catalyst is C(Cl)Cl.S([O-])([O-])(=O)=O.[Cu+2]. The product is [Si:1]([O:8][CH2:9]/[CH:10]=[N:18]/[S@:16]([C:13]([CH3:15])([CH3:14])[CH3:12])=[O:17])([C:4]([CH3:7])([CH3:6])[CH3:5])([CH3:3])[CH3:2]. The yield is 0.617. (2) The reactants are [NH2:1][C:2]1[C:3]2[C:10]([C:11]3[CH:16]=[CH:15][C:14]([O:17][C:18]4[CH:23]=[CH:22][CH:21]=[CH:20][CH:19]=4)=[CH:13][CH:12]=3)=[CH:9][N:8]([C:24]3[CH:25]=[C:26]([CH:29]=[CH:30][CH:31]=3)[CH:27]=O)[C:4]=2[N:5]=[CH:6][N:7]=1.[C:32]([CH2:34][C:35]([NH:37][CH2:38][CH2:39][OH:40])=[O:36])#[N:33].C([O-])(=O)C.[NH2+]1CCCCC1. The catalyst is CC(O)C. The product is [NH2:1][C:2]1[C:3]2[C:10]([C:11]3[CH:12]=[CH:13][C:14]([O:17][C:18]4[CH:23]=[CH:22][CH:21]=[CH:20][CH:19]=4)=[CH:15][CH:16]=3)=[CH:9][N:8]([C:24]3[CH:25]=[C:26](/[CH:27]=[C:34](\[C:32]#[N:33])/[C:35]([NH:37][CH2:38][CH2:39][OH:40])=[O:36])[CH:29]=[CH:30][CH:31]=3)[C:4]=2[N:5]=[CH:6][N:7]=1. The yield is 0.270. (3) The reactants are FC1C=CC([CH2:6][N:7]2C3C=NC(C(O)=O)=CC=3N=C2)=CC=1.[F:21][C:22]1[CH:41]=[CH:40][C:25]([CH2:26][N:27]2[C:31]3[CH:32]=NC=[CH:35][C:30]=3[N:29]=[C:28]2[C:36]([O:38][CH3:39])=[O:37])=[CH:24][CH:23]=1. The catalyst is [Li+].[OH-].CO. The product is [F:21][C:22]1[CH:23]=[CH:24][C:25]([CH2:26][N:27]2[C:31]3[CH:32]=[CH:6][N:7]=[CH:35][C:30]=3[N:29]=[C:28]2[C:36]([O:38][CH3:39])=[O:37])=[CH:40][CH:41]=1. The yield is 0.880. (4) The reactants are Br[C:2]1[C:14]([CH2:15][O:16]C2CCCCO2)=[CH:13][C:5]([O:6]C2CCCCO2)=[CH:4][C:3]=1[F:23].C([Li])CCC.[B:29](OC(C)C)(OC(C)C)[O:30]C(C)C.Cl. The catalyst is O. The product is [F:23][C:3]1[C:2]2[B:29]([OH:30])[O:16][CH2:15][C:14]=2[CH:13]=[C:5]([OH:6])[CH:4]=1. The yield is 0.900.